This data is from Full USPTO retrosynthesis dataset with 1.9M reactions from patents (1976-2016). The task is: Predict the reactants needed to synthesize the given product. (1) The reactants are: [NH2:1][C@@H:2]([C:7]1[C:16]2[C:11](=[CH:12][CH:13]=[CH:14][CH:15]=2)[CH:10]=[CH:9][CH:8]=1)[C:3]([CH3:6])([OH:5])[CH3:4].C([N:19]([CH2:22][CH3:23])CC)C.[CH3:24][C:25]([CH3:32])([C:29](Cl)=[O:30])[C:26](Cl)=[O:27].[Cl-].[NH4+]. Given the product [C:7]1([C@H:2]([NH:1][C:26](=[O:27])[C:25]([CH3:32])([CH3:24])[C:29]([NH:19][C@@H:22]([C:23]2[C:10]3[C:11](=[CH:16][CH:7]=[CH:8][CH:9]=3)[CH:12]=[CH:13][CH:14]=2)[C:3]([CH3:4])([OH:5])[CH3:2])=[O:30])[C:3]([OH:5])([CH3:6])[CH3:4])[C:16]2[C:11](=[CH:12][CH:13]=[CH:14][CH:15]=2)[CH:10]=[CH:9][CH:8]=1, predict the reactants needed to synthesize it. (2) Given the product [C:13]([CH:10]1[CH2:11][CH2:12][C:7]([C:26]2[CH:27]=[CH:28][C:23]([C:21]([O:20][CH3:19])=[O:22])=[CH:24][CH:25]=2)=[CH:8][CH2:9]1)([CH3:16])([CH3:15])[CH3:14], predict the reactants needed to synthesize it. The reactants are: FC(F)(F)S(O[C:7]1[CH2:12][CH2:11][CH:10]([C:13]([CH3:16])([CH3:15])[CH3:14])[CH2:9][CH:8]=1)(=O)=O.[CH3:19][O:20][C:21]([C:23]1[CH:28]=[CH:27][C:26](B(O)O)=[CH:25][CH:24]=1)=[O:22].C(Cl)Cl.[F-].[Cs+].